Dataset: Full USPTO retrosynthesis dataset with 1.9M reactions from patents (1976-2016). Task: Predict the reactants needed to synthesize the given product. (1) Given the product [OH:8][CH2:9][C:10]1[NH:11][CH:12]=[C:13]([C:15]([CH3:18])([CH3:17])[CH3:16])[N:14]=1, predict the reactants needed to synthesize it. The reactants are: C([O:8][CH2:9][C:10]1[NH:11][CH:12]=[C:13]([C:15]([CH3:18])([CH3:17])[CH3:16])[N:14]=1)C1C=CC=CC=1.C(O)C.Cl.[H][H]. (2) Given the product [CH3:17][C:15]1[C:14]([CH3:18])=[CH:13][C:10]2[C:11]3[N:26]=[C:21]([CH2:22][CH2:23][CH3:24])[N:25]=[CH:4][C:5]=3[CH2:6][C:7](=[O:19])[NH:8][C:9]=2[CH:16]=1, predict the reactants needed to synthesize it. The reactants are: CN([CH:4]=[C:5]1[C:11](=O)[C:10]2[CH:13]=[C:14]([CH3:18])[C:15]([CH3:17])=[CH:16][C:9]=2[NH:8][C:7](=[O:19])[CH2:6]1)C.Cl.[C:21]([NH2:26])(=[NH:25])[CH2:22][CH2:23][CH3:24]. (3) Given the product [CH3:1][O:2][C:3]1[CH:4]=[C:5]2[C:10](=[CH:11][C:12]=1[O:13][CH3:14])[N:9]=[CH:8][N:7]=[C:6]2[N:15]1[CH2:20][CH2:19][N:18]([C:21]([NH:22][CH2:23][C:24]2[CH:29]=[CH:28][C:27]3[O:30][CH2:31][O:32][C:26]=3[CH:25]=2)=[O:40])[CH2:17][CH2:16]1, predict the reactants needed to synthesize it. The reactants are: [CH3:1][O:2][C:3]1[CH:4]=[C:5]2[C:10](=[CH:11][C:12]=1[O:13][CH3:14])[N:9]=[CH:8][N:7]=[C:6]2[N:15]1[CH2:20][CH2:19][N:18]([C:21](=S)[NH:22][CH2:23][C:24]2[CH:29]=[CH:28][C:27]3[O:30][CH2:31][O:32][C:26]=3[CH:25]=2)[CH2:17][CH2:16]1.[OH-].[Na+].OO.S([O-])([O-])(=[O:40])=S.[Na+].[Na+].Cl.